Dataset: Forward reaction prediction with 1.9M reactions from USPTO patents (1976-2016). Task: Predict the product of the given reaction. (1) Given the reactants [C:1]([O:4][CH3:5])(=[O:3])[CH3:2].[Li+].CC([N-]C(C)C)C.[Br:14][C:15]1[CH:16]=[C:17]2[C:28](=[CH:29][CH:30]=1)[O:27][C:20]1[C:21]([F:26])=[N:22][C:23]([Cl:25])=[CH:24][C:19]=1[C:18]2=[N:31][S:32]([C:34]([CH3:37])([CH3:36])[CH3:35])=[O:33].[NH4+].[Cl-], predict the reaction product. The product is: [Br:14][C:15]1[CH:16]=[C:17]2[C:28](=[CH:29][CH:30]=1)[O:27][C:20]1[C:21]([F:26])=[N:22][C:23]([Cl:25])=[CH:24][C:19]=1[C:18]2([CH2:2][C:1]([O:4][CH3:5])=[O:3])[NH:31][S:32]([C:34]([CH3:37])([CH3:36])[CH3:35])=[O:33]. (2) Given the reactants Cl.Cl.[O:3]1[C:7]2[CH:8]=[CH:9][CH:10]=[C:11]([CH:12]3[CH2:17][CH2:16][N:15]([CH2:18][CH2:19][C@H:20]4[CH2:25][CH2:24][C@H:23]([NH2:26])[CH2:22][CH2:21]4)[CH2:14][CH2:13]3)[C:6]=2[CH2:5][CH2:4]1.[C:27](O)(=[O:29])[CH3:28], predict the reaction product. The product is: [O:3]1[C:7]2[CH:8]=[CH:9][CH:10]=[C:11]([CH:12]3[CH2:17][CH2:16][N:15]([CH2:18][CH2:19][C@H:20]4[CH2:21][CH2:22][C@H:23]([NH:26][C:27](=[O:29])[CH3:28])[CH2:24][CH2:25]4)[CH2:14][CH2:13]3)[C:6]=2[CH2:5][CH2:4]1. (3) Given the reactants Br[C:2]1[C:10]2[O:9][CH:8]([CH2:11][NH:12][CH3:13])[CH2:7][C:6]=2[CH:5]=[CH:4][CH:3]=1.[F:14][C:15]1[CH:16]=[C:17](B(O)O)[CH:18]=[CH:19][CH:20]=1, predict the reaction product. The product is: [CH3:13][NH:12][CH2:11][CH:8]1[CH2:7][C:6]2[CH:5]=[CH:4][CH:3]=[C:2]([C:19]3[CH:18]=[CH:17][CH:16]=[C:15]([F:14])[CH:20]=3)[C:10]=2[O:9]1. (4) Given the reactants [CH:1]1([CH:4]([NH:6][C:7]([C:9]2[C:17]3[C:12](=[N:13][CH:14]=[C:15]([O:18][C:19]4[CH:24]=[CH:23][CH:22]=[CH:21][CH:20]=4)[N:16]=3)[N:11](COCC[Si](C)(C)C)[CH:10]=2)=[O:8])[CH3:5])[CH2:3][CH2:2]1, predict the reaction product. The product is: [CH:1]1([CH:4]([NH:6][C:7]([C:9]2[C:17]3[C:12](=[N:13][CH:14]=[C:15]([O:18][C:19]4[CH:24]=[CH:23][CH:22]=[CH:21][CH:20]=4)[N:16]=3)[NH:11][CH:10]=2)=[O:8])[CH3:5])[CH2:3][CH2:2]1.